Dataset: Reaction yield outcomes from USPTO patents with 853,638 reactions. Task: Predict the reaction yield, written as a fraction of the theoretical maximum amount of product (1.0 means a 100% yield; for example, 0.34 means a 34% yield). (1) The reactants are C(N(CC)CC)C.CN(C=O)C.[C:13]1([S:19]([N:22]2[CH:26]=[C:25](I)[C:24]([C:28]3[CH:29]=[N:30][CH:31]=[CH:32][CH:33]=3)=[N:23]2)(=[O:21])=[O:20])[CH:18]=[CH:17][CH:16]=[CH:15][CH:14]=1.[CH:34]#[C:35][CH2:36][CH2:37][CH2:38][CH3:39]. The catalyst is C(OCC)(=O)C.[Cu]I.C1C=CC(P(C2C=CC=CC=2)C2C=CC=CC=2)=CC=1.C1C=CC(P(C2C=CC=CC=2)C2C=CC=CC=2)=CC=1.Cl[Pd]Cl. The product is [C:13]1([S:19]([N:22]2[CH:26]=[C:25]([C:34]#[C:35][CH2:36][CH2:37][CH2:38][CH3:39])[C:24]([C:28]3[CH:29]=[N:30][CH:31]=[CH:32][CH:33]=3)=[N:23]2)(=[O:21])=[O:20])[CH:18]=[CH:17][CH:16]=[CH:15][CH:14]=1. The yield is 0.770. (2) The reactants are [OH:1][C:2]1[CH:7]=[C:6]([CH3:8])[C:5]([NH:9][CH:10]=[O:11])=[C:4]([CH3:12])[C:3]=1[CH3:13].Br[CH2:15]/[CH:16]=[CH:17]/[C:18]1[CH:23]=[CH:22][C:21]([CH:24]([CH3:26])[CH3:25])=[CH:20][CH:19]=1. The catalyst is C(OCC)(=O)C.CCCCCC. The product is [CH:24]([C:21]1[CH:20]=[CH:19][C:18](/[CH:17]=[CH:16]/[CH2:15][O:1][C:2]2[CH:7]=[C:6]([CH3:8])[C:5]([NH:9][CH:10]=[O:11])=[C:4]([CH3:12])[C:3]=2[CH3:13])=[CH:23][CH:22]=1)([CH3:26])[CH3:25]. The yield is 0.590. (3) The reactants are [CH3:1][CH:2]([CH3:6])[CH2:3][CH:4]=O.[Br:7][C:8]1[CH:13]=[CH:12][C:11]([NH:14]N)=[CH:10][CH:9]=1. The catalyst is C(O)(=O)C. The product is [Br:7][C:8]1[CH:13]=[C:12]2[C:11](=[CH:10][CH:9]=1)[NH:14][CH:4]=[C:3]2[CH:2]([CH3:6])[CH3:1]. The yield is 0.384. (4) The reactants are [Si]([O:8][C@@H:9]1[C:13]2([CH2:15][CH2:14]2)[C:12](=[O:16])[N:11]([C:17]2[CH:24]=[CH:23][C:20]([C:21]#[N:22])=[C:19]([O:25][CH3:26])[CH:18]=2)[C@H:10]1[CH3:27])(C(C)(C)C)(C)C.CO.Cl.C(=O)([O-])O.[Na+]. The catalyst is O1CCCC1. The product is [OH:8][C@@H:9]1[C:13]2([CH2:15][CH2:14]2)[C:12](=[O:16])[N:11]([C:17]2[CH:24]=[CH:23][C:20]([C:21]#[N:22])=[C:19]([O:25][CH3:26])[CH:18]=2)[C@H:10]1[CH3:27]. The yield is 0.220. (5) The reactants are F[C:2]1[CH:3]=[CH:4][C:5]2[N:6]([C:8]([CH2:18][C:19]3[N:20]([CH3:24])[CH:21]=[CH:22][N:23]=3)=[C:9]([C:11]3[CH:16]=[CH:15][C:14](F)=[CH:13][CH:12]=3)[N:10]=2)[CH:7]=1.[Cl:25]C1C=CC(C2N=C3C=CC=CN3C=2C=O)=CC=1.CN1C=CN=C1. No catalyst specified. The product is [Cl:25][C:14]1[CH:15]=[CH:16][C:11]([C:9]2[N:10]=[C:5]3[CH:4]=[CH:3][CH:2]=[CH:7][N:6]3[C:8]=2[CH2:18][C:19]2[N:20]([CH3:24])[CH:21]=[CH:22][N:23]=2)=[CH:12][CH:13]=1. The yield is 0.190. (6) The reactants are [NH2:1][C:2]1[CH:3]=[C:4]2[C:20](=[O:21])[NH:19][N:18]=[CH:17][C:6]3=[C:7]([C:11]4[CH:16]=[CH:15][CH:14]=[CH:13][CH:12]=4)[NH:8][C:9]([CH:10]=1)=[C:5]23.[CH3:22][C:23]([O:26][C:27]([NH:29][C@H:30]([C:34]1[CH:39]=[CH:38][C:37]([OH:40])=[CH:36][CH:35]=1)[C:31](O)=[O:32])=[O:28])([CH3:25])[CH3:24].C(N(CC)CC)C.F[P-](F)(F)(F)(F)F.N1(OC(N(C)C)=[N+](C)C)C2N=CC=CC=2N=N1. The catalyst is C(Cl)Cl.CN(C)C=O. The product is [OH:40][C:37]1[CH:38]=[CH:39][C:34]([C@@H:30]([NH:29][C:27](=[O:28])[O:26][C:23]([CH3:24])([CH3:22])[CH3:25])[C:31](=[O:32])[NH:1][C:2]2[CH:3]=[C:4]3[C:20](=[O:21])[NH:19][N:18]=[CH:17][C:6]4=[C:7]([C:11]5[CH:12]=[CH:13][CH:14]=[CH:15][CH:16]=5)[NH:8][C:9]([CH:10]=2)=[C:5]34)=[CH:35][CH:36]=1. The yield is 0.680. (7) The reactants are Cl.FC1C=C(C=CC=1)CN1C=C(C2C3C(=NC=C(C4C=CC(C5CCNCC5)=CC=4)C=3)N(S(C3C=CC(C)=CC=3)(=O)=O)C=2)C=N1.[CH2:46]([N:54]1[CH:58]=[C:57]([C:59]2[C:67]3[C:62](=[N:63][CH:64]=[C:65]([C:68]4[CH:69]=[CH:70][C:71]([N:74]5[CH2:79][CH2:78][N:77]([CH2:80][C@@H:81]([OH:83])[CH3:82])[CH2:76][CH2:75]5)=[N:72][CH:73]=4)[CH:66]=3)[N:61](S(C3C=CC(C)=CC=3)(=O)=O)[CH:60]=2)[CH:56]=[N:55]1)[CH2:47][C:48]1[CH:53]=[CH:52][CH:51]=[CH:50][CH:49]=1.[OH-].[Li+]. The catalyst is C1COCC1.CO.O. The product is [CH2:46]([N:54]1[CH:58]=[C:57]([C:59]2[C:67]3[C:62](=[N:63][CH:64]=[C:65]([C:68]4[CH:69]=[CH:70][C:71]([N:74]5[CH2:79][CH2:78][N:77]([CH2:80][C@@H:81]([OH:83])[CH3:82])[CH2:76][CH2:75]5)=[N:72][CH:73]=4)[CH:66]=3)[NH:61][CH:60]=2)[CH:56]=[N:55]1)[CH2:47][C:48]1[CH:53]=[CH:52][CH:51]=[CH:50][CH:49]=1. The yield is 0.833. (8) The reactants are Br[CH2:2][C:3]1[C:8]([CH2:9][CH3:10])=[C:7]([CH2:11]Br)[C:6]([CH2:13][CH3:14])=[C:5]([CH2:15]Br)[C:4]=1[CH2:17][CH3:18].[NH2:19][C:20]1[CH:25]=[CH:24][CH:23]=[C:22]([NH2:26])[N:21]=1.C([O-])([O-])=O.[K+].[K+]. The catalyst is CC#N. The product is [NH2:26][C:22]1[N:21]=[C:20]([NH:19][CH2:2][C:3]2[C:8]([CH2:9][CH3:10])=[C:7]([CH2:11][NH:19][C:20]3[CH:25]=[CH:24][CH:23]=[C:22]([NH2:26])[N:21]=3)[C:6]([CH2:13][CH3:14])=[C:5]([CH2:15][NH:19][C:20]3[CH:25]=[CH:24][CH:23]=[C:22]([NH2:26])[N:21]=3)[C:4]=2[CH2:17][CH3:18])[CH:25]=[CH:24][CH:23]=1. The yield is 0.400. (9) The reactants are [CH3:1][C:2]1[S:6][C:5]([C:7]([OH:9])=O)=[CH:4][C:3]=1[C:10]1[N:14]([CH3:15])[N:13]=[CH:12][CH:11]=1.[NH2:16][C@@H:17]([CH2:30][C:31]1[CH:36]=[CH:35][CH:34]=[C:33]([F:37])[CH:32]=1)[CH2:18][N:19]1[C:27](=[O:28])[C:26]2[C:21](=[CH:22][CH:23]=[CH:24][CH:25]=2)[C:20]1=[O:29].CC(OC(N[C@H](C(O)=O)CC1C=CC=CC=1C(F)(F)F)=O)(C)C.C1CN([P+](Br)(N2CCCC2)N2CCCC2)CC1.F[P-](F)(F)(F)(F)F.CCN(C(C)C)C(C)C. The catalyst is C(Cl)(Cl)Cl. The product is [O:29]=[C:20]1[C:21]2[C:26](=[CH:25][CH:24]=[CH:23][CH:22]=2)[C:27](=[O:28])[N:19]1[CH2:18][C@@H:17]([NH:16][C:7]([C:5]1[S:6][C:2]([CH3:1])=[C:3]([C:10]2[N:14]([CH3:15])[N:13]=[CH:12][CH:11]=2)[CH:4]=1)=[O:9])[CH2:30][C:31]1[CH:36]=[CH:35][CH:34]=[C:33]([F:37])[CH:32]=1. The yield is 0.500.